Dataset: Peptide-MHC class II binding affinity with 134,281 pairs from IEDB. Task: Regression. Given a peptide amino acid sequence and an MHC pseudo amino acid sequence, predict their binding affinity value. This is MHC class II binding data. (1) The peptide sequence is HKGIVIKSKKKGSTP. The MHC is DRB1_0401 with pseudo-sequence DRB1_0401. The binding affinity (normalized) is 0.429. (2) The binding affinity (normalized) is 0.406. The peptide sequence is RLNDTWKLERAVLGEVK. The MHC is DRB1_0401 with pseudo-sequence DRB1_0401. (3) The peptide sequence is RVWEQIFSTWLLKPG. The MHC is HLA-DPA10103-DPB10402 with pseudo-sequence HLA-DPA10103-DPB10402. The binding affinity (normalized) is 0. (4) The peptide sequence is MATRFMTDPHAMRDM. The MHC is HLA-DQA10101-DQB10501 with pseudo-sequence HLA-DQA10101-DQB10501. The binding affinity (normalized) is 0.272. (5) The peptide sequence is RSLRTVTPIRMQGGY. The MHC is HLA-DQA10501-DQB10201 with pseudo-sequence HLA-DQA10501-DQB10201. The binding affinity (normalized) is 0.470.